This data is from Forward reaction prediction with 1.9M reactions from USPTO patents (1976-2016). The task is: Predict the product of the given reaction. (1) The product is: [CH3:40][O:39][CH2:38][CH2:37][O:36][CH2:35][O:34][C:12]1[CH:13]=[C:14]([O:27][CH2:28][O:29][CH2:30][CH2:31][O:32][CH3:33])[CH:15]=[C:16]([O:17][C:18]2[CH:19]=[CH:20][C:21]([N+:24]([O-:26])=[O:25])=[CH:22][CH:23]=2)[C:11]=1[C:9]1[O:8][N:7]=[C:6]([C:4]([O-:5])=[O:3])[CH:10]=1.[K+:42]. Given the reactants C([O:3][C:4]([C:6]1[CH:10]=[C:9]([C:11]2[C:16]([O:17][C:18]3[CH:23]=[CH:22][C:21]([N+:24]([O-:26])=[O:25])=[CH:20][CH:19]=3)=[CH:15][C:14]([O:27][CH2:28][O:29][CH2:30][CH2:31][O:32][CH3:33])=[CH:13][C:12]=2[O:34][CH2:35][O:36][CH2:37][CH2:38][O:39][CH3:40])[O:8][N:7]=1)=[O:5])C.[OH-].[K+:42].CCOCC, predict the reaction product. (2) The product is: [Cl:26][C:25]1[C:20]2[N:19]=[C:18]3[N:13]([C:10]4[CH:11]=[CH:12][C:7]([C:39]#[N:40])=[N:8][C:9]=4[CH3:36])[CH2:14][CH2:15][CH2:16][N:17]3[C:21]=2[C:22]([CH:27]([O:32][CH:33]([F:34])[F:35])[C:28]([F:30])([F:29])[F:31])=[CH:23][CH:24]=1. Given the reactants FC(F)(F)S(O[C:7]1[CH:12]=[CH:11][C:10]([N:13]2[C:18]3=[N:19][C:20]4[C:25]([Cl:26])=[CH:24][CH:23]=[C:22]([CH:27]([O:32][CH:33]([F:35])[F:34])[C:28]([F:31])([F:30])[F:29])[C:21]=4[N:17]3[CH2:16][CH2:15][CH2:14]2)=[C:9]([CH3:36])[N:8]=1)(=O)=O.[CH3:39][N:40](C)C=O, predict the reaction product. (3) Given the reactants [C:1]([O:5][C:6](=[O:18])[NH:7][CH:8]([CH:12]1[CH2:17][CH2:16][O:15][CH2:14][CH2:13]1)[CH2:9][CH2:10][OH:11])([CH3:4])([CH3:3])[CH3:2].CCN(CC)CC.[CH3:26][S:27](Cl)(=[O:29])=[O:28], predict the reaction product. The product is: [C:1]([O:5][C:6]([NH:7][CH:8]([CH:12]1[CH2:17][CH2:16][O:15][CH2:14][CH2:13]1)[CH2:9][CH2:10][O:11][S:27]([CH3:26])(=[O:29])=[O:28])=[O:18])([CH3:4])([CH3:2])[CH3:3].